From a dataset of Peptide-MHC class I binding affinity with 185,985 pairs from IEDB/IMGT. Regression. Given a peptide amino acid sequence and an MHC pseudo amino acid sequence, predict their binding affinity value. This is MHC class I binding data. (1) The peptide sequence is FSIPLDEEF. The MHC is Mamu-A01 with pseudo-sequence Mamu-A01. The binding affinity (normalized) is 0.414. (2) The peptide sequence is APRTLVYLL. The MHC is HLA-B51:01 with pseudo-sequence HLA-B51:01. The binding affinity (normalized) is 0. (3) The peptide sequence is RRAIRGEQL. The MHC is HLA-B27:05 with pseudo-sequence HLA-B27:05. The binding affinity (normalized) is 0.676. (4) The peptide sequence is LRNIYETEF. The MHC is HLA-A02:03 with pseudo-sequence HLA-A02:03. The binding affinity (normalized) is 0.0847. (5) The peptide sequence is TLLATVTGGI. The MHC is HLA-A02:03 with pseudo-sequence HLA-A02:03. The binding affinity (normalized) is 0.764. (6) The peptide sequence is AQMGTLLIA. The binding affinity (normalized) is 1.00. The MHC is HLA-A02:06 with pseudo-sequence HLA-A02:06. (7) The peptide sequence is LVNHYFQTR. The MHC is HLA-A11:01 with pseudo-sequence HLA-A11:01. The binding affinity (normalized) is 0. (8) The peptide sequence is ILALPILLAV. The MHC is HLA-A02:01 with pseudo-sequence HLA-A02:01. The binding affinity (normalized) is 0.682. (9) The peptide sequence is RLLLLDDEA. The MHC is Patr-A0701 with pseudo-sequence Patr-A0701. The binding affinity (normalized) is 0.0309. (10) The peptide sequence is IPSSWAFGKF. The MHC is Patr-A0701 with pseudo-sequence Patr-A0701. The binding affinity (normalized) is 0.